Dataset: Full USPTO retrosynthesis dataset with 1.9M reactions from patents (1976-2016). Task: Predict the reactants needed to synthesize the given product. (1) The reactants are: [C:1]([C:4]1[CH:5]=[C:6]([CH:8]=[C:9]([C:11](=[O:13])[CH3:12])[CH:10]=1)[NH2:7])(=[O:3])[CH3:2].Cl[C:15]1[N:20]=[C:19]([NH2:21])[N:18]=[C:17]([NH2:22])[N:16]=1.Cl.Cl.C(C1C=C(NC(NC(N)=N)=N)C=C(C(=O)C)C=1)(=O)C. Given the product [C:1]([C:4]1[CH:5]=[C:6]([NH:7][C:15]2[N:20]=[C:19]([NH2:21])[N:18]=[C:17]([NH2:22])[N:16]=2)[CH:8]=[C:9]([C:11](=[O:13])[CH3:12])[CH:10]=1)(=[O:3])[CH3:2], predict the reactants needed to synthesize it. (2) Given the product [O:21]1[C:25]2[CH:26]=[CH:27][C:28]([C:30]3[N:31]=[C:32]([CH:42]4[CH2:47][CH2:46][CH:45]([NH:48][S:8]([CH2:7][C:1]5[CH:6]=[CH:5][CH:4]=[CH:3][CH:2]=5)(=[O:10])=[O:9])[CH2:44][CH2:43]4)[NH:33][C:34]=3[C:35]3[CH:40]=[CH:39][CH:38]=[C:37]([CH3:41])[N:36]=3)=[CH:29][C:24]=2[O:23][CH2:22]1, predict the reactants needed to synthesize it. The reactants are: [C:1]1([CH2:7][S:8](Cl)(=[O:10])=[O:9])[CH:6]=[CH:5][CH:4]=[CH:3][CH:2]=1.C(N(C(C)C)CC)(C)C.[O:21]1[C:25]2[CH:26]=[CH:27][C:28]([C:30]3[N:31]=[C:32]([CH:42]4[CH2:47][CH2:46][CH:45]([NH2:48])[CH2:44][CH2:43]4)[NH:33][C:34]=3[C:35]3[CH:40]=[CH:39][CH:38]=[C:37]([CH3:41])[N:36]=3)=[CH:29][C:24]=2[O:23][CH2:22]1. (3) Given the product [CH2:19]([NH:11][CH2:10][CH:9]([C:4]1[CH:5]=[CH:6][C:7]([Cl:8])=[C:2]([Cl:1])[CH:3]=1)[CH:12]1[CH2:16][O:15][C:14]([CH3:18])([CH3:17])[O:13]1)[C:20]1[CH:25]=[CH:24][CH:23]=[CH:22][CH:21]=1, predict the reactants needed to synthesize it. The reactants are: [Cl:1][C:2]1[CH:3]=[C:4]([CH:9]([CH:12]2[CH2:16][O:15][C:14]([CH3:18])([CH3:17])[O:13]2)[CH2:10][NH2:11])[CH:5]=[CH:6][C:7]=1[Cl:8].[CH:19](=O)[C:20]1[CH:25]=[CH:24][CH:23]=[CH:22][CH:21]=1. (4) The reactants are: [C:1]1([CH:7]2[N:12]([C:13]([N:15]3[CH2:24][CH2:23][C:22]4[CH:21]=[N:20][C:19]([NH:25][CH:26]5[CH2:31][CH2:30][O:29][CH2:28][CH2:27]5)=[N:18][C:17]=4[CH2:16]3)=[O:14])[CH2:11][CH2:10][N:9](C(OC(C)(C)C)=O)[CH2:8]2)[CH:6]=[CH:5][CH:4]=[CH:3][CH:2]=1. Given the product [C:1]1([CH:7]2[CH2:8][NH:9][CH2:10][CH2:11][N:12]2[C:13]([N:15]2[CH2:24][CH2:23][C:22]3[CH:21]=[N:20][C:19]([NH:25][CH:26]4[CH2:31][CH2:30][O:29][CH2:28][CH2:27]4)=[N:18][C:17]=3[CH2:16]2)=[O:14])[CH:6]=[CH:5][CH:4]=[CH:3][CH:2]=1, predict the reactants needed to synthesize it. (5) Given the product [CH3:13][S:14][C:2]1[CH:3]=[C:4]([CH:5]=[CH:6][CH:7]=1)[CH:8]=[O:12], predict the reactants needed to synthesize it. The reactants are: Br[C:2]1[CH:3]=[C:4]([CH:8]2[O:12]CCO2)[CH:5]=[CH:6][CH:7]=1.[CH3:13][S:14]SC. (6) The reactants are: [CH3:1][C:2]([C:7]1[CH:12]=[CH:11][C:10]([O:13]C)=[CH:9][CH:8]=1)([CH3:6])[C:3]([OH:5])=[O:4].Cl.N1C=CC=CC=1.[OH-].[Na+]. Given the product [CH3:6][C:2]([C:7]1[CH:8]=[CH:9][C:10]([OH:13])=[CH:11][CH:12]=1)([CH3:1])[C:3]([OH:5])=[O:4], predict the reactants needed to synthesize it. (7) The reactants are: C([O:8][C:9](=[O:32])[C:10]1[CH:15]=[CH:14][C:13]([O:16][CH2:17][CH2:18][CH:19]2[CH2:24][CH2:23][N:22](C(OC(C)(C)C)=O)[CH2:21][CH2:20]2)=[CH:12][CH:11]=1)C1C=CC=CC=1.N1CCC(CCOC2C=CC(C(OCC3C=CC=CC=3)=O)=CC=2)CC1.[N:58]1[CH:63]=[CH:62][CH:61]=[CH:60][C:59]=1[S:64](N)(=[O:66])=[O:65]. Given the product [N:58]1[CH:63]=[CH:62][CH:61]=[CH:60][C:59]=1[S:64]([N:22]1[CH2:21][CH2:20][CH:19]([CH2:18][CH2:17][O:16][C:13]2[CH:12]=[CH:11][C:10]([C:9]([OH:8])=[O:32])=[CH:15][CH:14]=2)[CH2:24][CH2:23]1)(=[O:66])=[O:65], predict the reactants needed to synthesize it. (8) Given the product [N+:11](=[CH:12][C:13]([O:27][CH2:26]/[CH:25]=[CH:24]/[C:23]1[C:18]([F:17])=[CH:19][C:20]([NH:29][C:30]([O:31][CH:32]([CH3:33])[CH3:34])=[O:35])=[CH:21][C:22]=1[F:28])=[O:14])=[N-:10], predict the reactants needed to synthesize it. The reactants are: C1(C)C=CC(S([NH:10][N:11]=[CH:12][C:13](Cl)=[O:14])(=O)=O)=CC=1.[F:17][C:18]1[CH:19]=[C:20]([NH:29][C:30](=[O:35])[O:31][CH:32]([CH3:34])[CH3:33])[CH:21]=[C:22]([F:28])[C:23]=1/[CH:24]=[CH:25]/[CH2:26][OH:27].CN(C)C1C=CC=CC=1.C(N(CC)CC)C. (9) Given the product [N:4]1[CH:3]=[C:2]([C:13]2[CH:14]=[C:9]([CH:10]=[CH:11][CH:12]=2)[NH2:8])[CH:7]=[N:6][CH:5]=1, predict the reactants needed to synthesize it. The reactants are: Br[C:2]1[CH:3]=[N:4][CH:5]=[N:6][CH:7]=1.[NH2:8][C:9]1[CH:10]=[C:11](B(O)O)[CH:12]=[CH:13][CH:14]=1. (10) Given the product [C:9]([O:8][C:6](=[O:7])[C:5]1[CH:13]=[CH:14][C:2]([N:1]2[S:36](=[O:38])(=[O:37])[C:26]3[CH:31]=[CH:30][CH:29]=[CH:28][C:27]=3[S:32]2(=[O:34])=[O:33])=[CH:3][CH:4]=1)([CH3:10])([CH3:11])[CH3:12], predict the reactants needed to synthesize it. The reactants are: [NH2:1][C:2]1[CH:14]=[CH:13][C:5]([C:6]([O:8][C:9]([CH3:12])([CH3:11])[CH3:10])=[O:7])=[CH:4][CH:3]=1.C(N(CC)CC)C.ClC(Cl)C.[C:26]1([S:36](Cl)(=[O:38])=[O:37])[C:27]([S:32](Cl)(=[O:34])=[O:33])=[CH:28][CH:29]=[CH:30][CH:31]=1.